Dataset: Catalyst prediction with 721,799 reactions and 888 catalyst types from USPTO. Task: Predict which catalyst facilitates the given reaction. (1) Reactant: [CH3:1][CH:2]([CH3:6])[C:3]([NH2:5])=O.F[B-](F)(F)F.C([O+](CC)CC)C.N[C:20]1[C:21]([NH:29][C@H:30]2[CH2:35][CH2:34][C@H:33]([CH2:36][C:37]#[N:38])[CH2:32][CH2:31]2)=[C:22]2[S:28][CH:27]=[CH:26][C:23]2=[N:24][CH:25]=1. Product: [CH:2]([C:3]1[N:29]([C@H:30]2[CH2:31][CH2:32][C@H:33]([CH2:36][C:37]#[N:38])[CH2:34][CH2:35]2)[C:21]2=[C:22]3[S:28][CH:27]=[CH:26][C:23]3=[N:24][CH:25]=[C:20]2[N:5]=1)([CH3:6])[CH3:1]. The catalyst class is: 214. (2) Reactant: Cl[CH2:2][C:3]1[CH:4]=[C:5]([F:12])[C:6]2[O:10][CH2:9][O:8][C:7]=2[CH:11]=1.[C-:13]#[N:14].[Na+].O. Product: [F:12][C:5]1[C:6]2[O:10][CH2:9][O:8][C:7]=2[CH:11]=[C:3]([CH2:2][C:13]#[N:14])[CH:4]=1. The catalyst class is: 16. (3) Product: [C:1]([O:5][C:6](=[O:7])[NH:8][CH2:9][CH2:10][CH2:11][CH2:12][C@H:13]([NH:17][C:18]([CH:20]1[CH2:24][CH2:23][CH2:22][CH2:21]1)=[O:19])[C:14](=[O:16])[CH:42]=[N+:40]=[N-:41])([CH3:2])([CH3:3])[CH3:4]. Reactant: [C:1]([O:5][C:6]([NH:8][CH2:9][CH2:10][CH2:11][CH2:12][C@H:13]([NH:17][C:18]([CH:20]1[CH2:24][CH2:23][CH2:22][CH2:21]1)=[O:19])[C:14]([OH:16])=O)=[O:7])([CH3:4])([CH3:3])[CH3:2].ClC(OCC(C)C)=O.CN1CCOCC1.[N+:40](=[CH2:42])=[N-:41]. The catalyst class is: 20. (4) Reactant: C(OC([N:8]1[CH2:13][CH2:12][CH:11]([O:14][C:15]2[N:16]=[N:17][C:18]([CH2:43][CH2:44][CH2:45][CH3:46])=[C:19]([C:21]3[CH:26]=[CH:25][C:24]([O:27][CH:28]4[CH2:33][CH2:32][CH2:31][CH2:30][CH2:29]4)=[C:23]([C:34]4[CH:35]=[N:36][N:37]([CH2:39][CH2:40][O:41][CH3:42])[CH:38]=4)[CH:22]=3)[CH:20]=2)[CH2:10][CH2:9]1)=O)(C)(C)C.[ClH:47]. Product: [ClH:47].[ClH:47].[CH2:43]([C:18]1[N:17]=[N:16][C:15]([O:14][CH:11]2[CH2:12][CH2:13][NH:8][CH2:9][CH2:10]2)=[CH:20][C:19]=1[C:21]1[CH:26]=[CH:25][C:24]([O:27][CH:28]2[CH2:29][CH2:30][CH2:31][CH2:32][CH2:33]2)=[C:23]([C:34]2[CH:35]=[N:36][N:37]([CH2:39][CH2:40][O:41][CH3:42])[CH:38]=2)[CH:22]=1)[CH2:44][CH2:45][CH3:46]. The catalyst class is: 135. (5) Reactant: [N:1]([CH2:4][C:5]1[N:6]=[CH:7][N:8]([C:10]2[CH:15]=[CH:14][C:13]([N:16]3[CH:21]=[CH:20][CH:19]=[CH:18][C:17]3=[O:22])=[CH:12][CH:11]=2)[CH:9]=1)=[N+]=[N-]. Product: [NH2:1][CH2:4][C:5]1[N:6]=[CH:7][N:8]([C:10]2[CH:11]=[CH:12][C:13]([N:16]3[CH:21]=[CH:20][CH:19]=[CH:18][C:17]3=[O:22])=[CH:14][CH:15]=2)[CH:9]=1. The catalyst class is: 191.